From a dataset of Experimentally validated miRNA-target interactions with 360,000+ pairs, plus equal number of negative samples. Binary Classification. Given a miRNA mature sequence and a target amino acid sequence, predict their likelihood of interaction. The miRNA is hsa-miR-450b-3p with sequence UUGGGAUCAUUUUGCAUCCAUA. The protein sequence of the target gene is MSDLRITEAFLYMDYLCFRALCCKGPPPARPEYDLVCIGLTGSGKTSLLSKLCSESPDNVVSTTGFSIKAVPFQNAILNVKELGGADNIRKYWSRYYQGSQGVIFVLDSASSEDDLEAARNELHSALQHPQLCTLPFLILANHQDKPAARSVQEIKKYFELEPLARGKRWILQPCSLDDMDALKDSFSQLINLLEEKDHEAVRM. Result: 0 (no interaction).